From a dataset of Full USPTO retrosynthesis dataset with 1.9M reactions from patents (1976-2016). Predict the reactants needed to synthesize the given product. (1) Given the product [CH3:20][O:21][C:22]1[CH:36]=[CH:35][C:25]([O:26][C:27]2[CH:28]=[C:29]([CH2:30][N:4]3[CH2:3][CH2:2][N:1]([C:7]4[CH:8]=[CH:9][C:10]5[N:11]([C:13]([C:16]([F:17])([F:18])[F:19])=[N:14][N:15]=5)[N:12]=4)[CH2:6][CH2:5]3)[CH:32]=[CH:33][CH:34]=2)=[CH:24][CH:23]=1, predict the reactants needed to synthesize it. The reactants are: [N:1]1([C:7]2[CH:8]=[CH:9][C:10]3[N:11]([C:13]([C:16]([F:19])([F:18])[F:17])=[N:14][N:15]=3)[N:12]=2)[CH2:6][CH2:5][NH:4][CH2:3][CH2:2]1.[CH3:20][O:21][C:22]1[CH:36]=[CH:35][C:25]([O:26][C:27]2[CH:28]=[C:29]([CH:32]=[CH:33][CH:34]=2)[CH:30]=O)=[CH:24][CH:23]=1. (2) Given the product [CH:15]1([N:9]2[C:10]([C:11]([F:13])([F:12])[F:14])=[C:6]([CH2:4][OH:3])[CH:7]=[N:8]2)[CH2:16][CH2:17]1, predict the reactants needed to synthesize it. The reactants are: C([O:3][C:4]([C:6]1[CH:7]=[N:8][N:9]([CH:15]2[CH2:17][CH2:16]2)[C:10]=1[C:11]([F:14])([F:13])[F:12])=O)C.CC(C[AlH]CC(C)C)C.Cl. (3) Given the product [CH3:22][O:21][C:13]1[CH2:14][CH2:15][C@@:16]2([CH3:17])[C:11](=[CH:10][CH2:9][C@@H:8]3[C@@H:18]2[CH2:19][CH2:20][C@@:3]2([CH3:4])[C@H:5]3[CH2:6][CH2:7][C:2]2=[CH2:1])[CH:12]=1, predict the reactants needed to synthesize it. The reactants are: [CH2:1]=[C:2]1[CH2:7][CH2:6][C@H:5]2[C@H:8]3[C@H:18]([CH2:19][CH2:20][C@:3]12[CH3:4])[C@:16]1([CH3:17])[C:11](=[CH:12][C:13](=[O:21])[CH2:14][CH2:15]1)[CH2:10][CH2:9]3.[CH3:22]OC(OC)(C)C.CO.C1(C)C=CC(S(O)(=O)=O)=CC=1. (4) Given the product [C:48]([O:52][C:53]([NH:55][C@@H:56]1[C:70](=[O:71])[N:69]2[CH2:72][C@H:73]([O:75][C:76]3[C:85]([CH3:86])=[N:84][C:83]4[C:78](=[CH:79][CH:80]=[CH:81][CH:82]=4)[N:77]=3)[CH2:74][C@H:68]2[C:67](=[O:87])[NH:66][C@:65]2([C:89]([OH:91])=[O:90])[CH2:88][C@H:64]2[CH2:63][C:62]([F:94])([F:95])[CH2:61][CH2:60][CH2:59][CH2:58][CH2:57]1)=[O:54])([CH3:51])([CH3:49])[CH3:50], predict the reactants needed to synthesize it. The reactants are: C(OC(N[C@@H]1C(=O)N2C[C@H](OC3C=NC4C(=CC=CC=4)N=3)C[C@H]2C(=O)N[C@]2(C(OCC)=O)C[C@H]2CC(F)(F)CCCCC1)=O)(C)(C)C.[C:48]([O:52][C:53]([NH:55][C@@H:56]1[C:70](=[O:71])[N:69]2[CH2:72][C@H:73]([O:75][C:76]3[C:85]([CH3:86])=[N:84][C:83]4[C:78](=[CH:79][CH:80]=[CH:81][CH:82]=4)[N:77]=3)[CH2:74][C@H:68]2[C:67](=[O:87])[NH:66][C@:65]2([C:89]([O:91]CC)=[O:90])[CH2:88][C@H:64]2[CH2:63][C:62]([F:95])([F:94])[CH2:61][CH2:60][CH2:59][CH2:58][CH2:57]1)=[O:54])([CH3:51])([CH3:50])[CH3:49].